Task: Predict the product of the given reaction.. Dataset: Forward reaction prediction with 1.9M reactions from USPTO patents (1976-2016) (1) Given the reactants [N:1](CCO)(CCO)[CH2:2][CH2:3]O.S(Cl)([Cl:13])=O, predict the reaction product. The product is: [ClH:13].[Cl:13][CH2:3][CH2:2][NH2:1].[Cl:13][CH2:3][CH2:2][NH2:1].[Cl:13][CH2:3][CH2:2][NH2:1]. (2) The product is: [Br:1][C:2]1[CH:3]=[C:4]2[C:5](=[CH:9][CH:10]=1)[C:6](=[O:7])[O:8][C:25]([C:19]([OH:20])=[O:22])=[C:11]2[C:12]1[CH:17]=[CH:16][CH:15]=[CH:14][CH:13]=1. Given the reactants [Br:1][C:2]1[CH:10]=[CH:9][C:5]([C:6]([OH:8])=[O:7])=[C:4]([C:11](=O)[C:12]2[CH:17]=[CH:16][CH:15]=[CH:14][CH:13]=2)[CH:3]=1.[C:19](=[O:22])([O-])[O-:20].[K+].[K+].[CH3:25]C(C)=O, predict the reaction product. (3) Given the reactants C([O:8][C:9]1[CH:10]=[C:11]([CH:16]=[C:17]([C:19]([C:22]#[N:23])([CH3:21])[CH3:20])[CH:18]=1)[C:12]([O:14][CH3:15])=[O:13])C1C=CC=CC=1, predict the reaction product. The product is: [C:22]([C:19]([C:17]1[CH:16]=[C:11]([CH:10]=[C:9]([OH:8])[CH:18]=1)[C:12]([O:14][CH3:15])=[O:13])([CH3:21])[CH3:20])#[N:23]. (4) Given the reactants [Cl:1][C:2](Cl)(O[C:5](=[O:11])[O:6][C:7](Cl)(Cl)Cl)[Cl:3].Cl.[NH2:14][C@@H:15](CO)[C:16]([N:18]1[CH2:23][CH2:22][O:21][CH2:20][CH2:19]1)=[O:17].C(N(C(C)C)CC)(C)C.O, predict the reaction product. The product is: [Cl:1][CH2:2][Cl:3].[CH3:16][OH:17].[NH3:14].[N:18]1([C:16]([C@@H:15]2[CH2:7][O:6][C:5](=[O:11])[NH:14]2)=[O:17])[CH2:23][CH2:22][O:21][CH2:20][CH2:19]1. (5) The product is: [N:19]1([CH2:25][CH2:26][C@@H:27]([NH:36][C:2]2[CH:7]=[CH:6][C:5]([S:8]([NH2:11])(=[O:10])=[O:9])=[CH:4][C:3]=2[S:12]([C:15]([F:18])([F:17])[F:16])(=[O:14])=[O:13])[CH2:28][S:29][C:30]2[CH:35]=[CH:34][CH:33]=[CH:32][CH:31]=2)[CH2:20][CH2:21][O:22][CH2:23][CH2:24]1. Given the reactants F[C:2]1[CH:7]=[CH:6][C:5]([S:8]([NH2:11])(=[O:10])=[O:9])=[CH:4][C:3]=1[S:12]([C:15]([F:18])([F:17])[F:16])(=[O:14])=[O:13].[N:19]1([CH2:25][CH2:26][C@@H:27]([NH2:36])[CH2:28][S:29][C:30]2[CH:35]=[CH:34][CH:33]=[CH:32][CH:31]=2)[CH2:24][CH2:23][O:22][CH2:21][CH2:20]1, predict the reaction product. (6) Given the reactants [CH3:1][N:2]([CH2:4][C:5]#[CH:6])[CH3:3].C(=O)([O-])[O-].[Na+].[Na+].Br[C:14]1[CH:15]=[N:16][CH:17]=[CH:18][CH:19]=1, predict the reaction product. The product is: [CH3:1][N:2]([CH3:3])[CH2:4][C:5]#[C:6][C:14]1[CH:15]=[N:16][CH:17]=[CH:18][CH:19]=1. (7) Given the reactants [Br:1][C:2]1[CH:7]=[CH:6][C:5]([S:8](Cl)(=[O:10])=[O:9])=[CH:4][C:3]=1[F:12].O.NN.[C:16]([O-])(=O)C.[Na+].IC, predict the reaction product. The product is: [Br:1][C:2]1[CH:7]=[CH:6][C:5]([S:8]([CH3:16])(=[O:10])=[O:9])=[CH:4][C:3]=1[F:12]. (8) Given the reactants [H-].[Na+].[CH2:3]([O:5][C:6](=[O:10])[CH2:7][C:8]#[N:9])[CH3:4].Br[C:12]1[S:16][CH:15]=[C:14]([C:17]([N:19]2[CH:28]3[CH:23]([CH2:24][CH2:25][CH2:26][CH2:27]3)[CH2:22][CH2:21][CH2:20]2)=[O:18])[CH:13]=1, predict the reaction product. The product is: [CH2:3]([O:5][C:6](=[O:10])[CH:7]([C:8]#[N:9])[C:12]1[S:16][CH:15]=[C:14]([C:17]([N:19]2[C@@H:28]3[C@@H:23]([CH2:24][CH2:25][CH2:26][CH2:27]3)[CH2:22][CH2:21][CH2:20]2)=[O:18])[CH:13]=1)[CH3:4]. (9) Given the reactants [C:1]([NH:4][CH2:5][CH2:6][CH2:7][S:8]([O:11][CH2:12][C:13]([CH3:35])([CH3:34])[C@@H:14]([O:26]CC1C=CC=CC=1)[C:15]([O:17][CH2:18][CH2:19][O:20][C:21]([O:23][CH2:24][CH3:25])=[O:22])=[O:16])(=[O:10])=[O:9])(=[O:3])[CH3:2].C(O)(=O)C, predict the reaction product. The product is: [C:1]([NH:4][CH2:5][CH2:6][CH2:7][S:8]([O:11][CH2:12][C:13]([CH3:34])([CH3:35])[C@@H:14]([OH:26])[C:15]([O:17][CH2:18][CH2:19][O:20][C:21]([O:23][CH2:24][CH3:25])=[O:22])=[O:16])(=[O:9])=[O:10])(=[O:3])[CH3:2]. (10) Given the reactants [OH:1][C:2]1[CH:10]=[CH:9][C:5]([C:6]([OH:8])=[O:7])=[CH:4][N:3]=1.[C:11](Cl)(=O)C(Cl)=O, predict the reaction product. The product is: [CH3:11][O:7][C:6](=[O:8])[C:5]1[CH:9]=[CH:10][C:2]([OH:1])=[N:3][CH:4]=1.